From a dataset of Full USPTO retrosynthesis dataset with 1.9M reactions from patents (1976-2016). Predict the reactants needed to synthesize the given product. (1) Given the product [CH2:1]([N:4]1[CH2:5][CH2:6][CH:7]([C:10]2[CH:11]=[C:12]([O:16][S:25]([CH3:24])(=[O:27])=[O:26])[CH:13]=[CH:14][CH:15]=2)[CH2:8][CH2:9]1)[CH2:2][CH3:3], predict the reactants needed to synthesize it. The reactants are: [CH2:1]([N:4]1[CH2:9][CH2:8][CH:7]([C:10]2[CH:11]=[C:12]([OH:16])[CH:13]=[CH:14][CH:15]=2)[CH2:6][CH2:5]1)[CH2:2][CH3:3].C(N(CC)CC)C.[CH3:24][S:25](Cl)(=[O:27])=[O:26]. (2) Given the product [ClH:36].[NH2:8][C@H:9]([CH2:29][C:30]1[CH:35]=[CH:34][C:33]([Cl:36])=[CH:32][CH:31]=1)[C:10]([N:12]1[CH2:13][CH2:14][N:15]([C:18]2[CH:23]=[CH:22][CH:21]=[CH:20][C:19]=2[C:24]([N:26]([CH3:28])[CH3:27])=[O:25])[CH2:16][CH2:17]1)=[O:11], predict the reactants needed to synthesize it. The reactants are: C(OC([NH:8][C@H:9]([CH2:29][C:30]1[CH:35]=[CH:34][C:33]([Cl:36])=[CH:32][CH:31]=1)[C:10]([N:12]1[CH2:17][CH2:16][N:15]([C:18]2[CH:23]=[CH:22][CH:21]=[CH:20][C:19]=2[C:24]([N:26]([CH3:28])[CH3:27])=[O:25])[CH2:14][CH2:13]1)=[O:11])=O)(C)(C)C.Cl. (3) The reactants are: [Cl:1][C:2]1[CH:7]=[CH:6][C:5]([S:8]([NH:11][C@H:12]2[CH2:18][CH2:17][CH2:16][CH2:15][CH2:14][C@H:13]2[C:19]([NH2:21])=[O:20])(=[O:10])=[O:9])=[CH:4][CH:3]=1.Br[CH2:23][C:24]1[CH:33]=[CH:32][C:27]([C:28]([O:30][CH3:31])=[O:29])=[CH:26][CH:25]=1. Given the product [CH3:31][O:30][C:28](=[O:29])[C:27]1[CH:32]=[CH:33][C:24]([CH2:23][N:11]([C@@H:12]2[CH2:18][CH2:17][CH2:16][CH2:15][CH2:14][C@@H:13]2[C:19](=[O:20])[NH2:21])[S:8]([C:5]2[CH:6]=[CH:7][C:2]([Cl:1])=[CH:3][CH:4]=2)(=[O:9])=[O:10])=[CH:25][CH:26]=1, predict the reactants needed to synthesize it. (4) Given the product [C:22]1([C:21]([C:34]2[CH:39]=[CH:38][CH:37]=[CH:36][CH:35]=2)([C:28]2[CH:29]=[CH:30][CH:31]=[CH:32][CH:33]=2)[N:16]2[CH2:15][CH:14]=[CH:19][CH2:18][CH2:17]2)[CH:23]=[CH:24][CH:25]=[CH:26][CH:27]=1, predict the reactants needed to synthesize it. The reactants are: COC1C=CC(CN2C=C(/C=[C:14]3\[CH2:15][N:16]([C:21]([C:34]4[CH:39]=[CH:38][CH:37]=[CH:36][CH:35]=4)([C:28]4[CH:33]=[CH:32][CH:31]=[CH:30][CH:29]=4)[C:22]4[CH:27]=[CH:26][CH:25]=[CH:24][CH:23]=4)[CH2:17][CH2:18][CH:19]\3O)N=N2)=CC=1.C(O)(=S)C.C(OC(OCC(C)(C)C)N(C)C)C(C)(C)C.[Cl-].[Na+].C(SC1CCN(C(C2C=CC=CC=2)(C2C=CC=CC=2)C2C=CC=CC=2)C/C/1=C\C1N=NN(CC2C=CC(OC)=CC=2)C=1)(=O)C. (5) Given the product [CH3:9][C:6]1[CH:5]=[C:4]([CH2:10][CH2:11][C:12]([C:14]2[S:21][C:20]([CH3:22])=[C:19]3[C:15]=2[CH2:16][C@H:17]2[C:23]([CH3:25])([CH3:24])[C@H:18]23)=[O:13])[CH:3]=[C:2]([CH3:1])[C:7]=1[O:8][CH2:26][CH:28]1[CH2:29][O:30]1, predict the reactants needed to synthesize it. The reactants are: [CH3:1][C:2]1[CH:3]=[C:4]([CH2:10][CH2:11][C:12]([C:14]2[S:21][C:20]([CH3:22])=[C:19]3[C:15]=2[CH2:16][C@H:17]2[C:23]([CH3:25])([CH3:24])[C@H:18]23)=[O:13])[CH:5]=[C:6]([CH3:9])[C:7]=1[OH:8].[CH2:26]([CH:28]1[O:30][CH2:29]1)Cl. (6) The reactants are: [OH-].[Na+].[Cl:3][CH2:4][CH2:5][CH2:6][CH:7]([C:12]1[CH:17]=[CH:16][C:15]([Cl:18])=[CH:14][C:13]=1[C:19]([F:22])([F:21])[F:20])[C:8]([O:10]C)=[O:9].CO. Given the product [Cl:3][CH2:4][CH2:5][CH2:6][CH:7]([C:12]1[CH:17]=[CH:16][C:15]([Cl:18])=[CH:14][C:13]=1[C:19]([F:22])([F:20])[F:21])[C:8]([OH:10])=[O:9], predict the reactants needed to synthesize it. (7) The reactants are: [Br:1][C:2]1[CH:3]=[N:4][C:5]([N:11]2[CH2:16][CH2:15][N:14]([CH2:17][CH2:18][OH:19])[CH2:13][CH2:12]2)=[C:6]([CH:10]=1)[C:7]([OH:9])=O.[CH3:20][NH:21][CH3:22].F[P-](F)(F)(F)(F)F.N1(O[P+](N2CCCC2)(N2CCCC2)N2CCCC2)C2C=CC=CC=2N=N1. Given the product [Br:1][C:2]1[CH:3]=[N:4][C:5]([N:11]2[CH2:16][CH2:15][N:14]([CH2:17][CH2:18][OH:19])[CH2:13][CH2:12]2)=[C:6]([CH:10]=1)[C:7]([N:21]([CH3:22])[CH3:20])=[O:9], predict the reactants needed to synthesize it.